This data is from Reaction yield outcomes from USPTO patents with 853,638 reactions. The task is: Predict the reaction yield, written as a fraction of the theoretical maximum amount of product (1.0 means a 100% yield; for example, 0.34 means a 34% yield). (1) The reactants are [C:1]([O:5][C:6]([N:8]1[CH2:13][CH2:12][O:11][C@@H:10]([C:14]2[CH:22]=[CH:21][C:17]([C:18](O)=[O:19])=[CH:16][CH:15]=2)[CH2:9]1)=[O:7])([CH3:4])([CH3:3])[CH3:2].Cl.C([N:26]=C=NCCCN(C)C)C.O.ON1C2C=CC=CC=2N=N1.C(N(CC)C(C)C)(C)C.[Cl-].[NH4+]. The catalyst is CN(C)C=O. The product is [C:18]([C:17]1[CH:21]=[CH:22][C:14]([C@@H:10]2[O:11][CH2:12][CH2:13][N:8]([C:6]([O:5][C:1]([CH3:4])([CH3:3])[CH3:2])=[O:7])[CH2:9]2)=[CH:15][CH:16]=1)(=[O:19])[NH2:26]. The yield is 0.930. (2) The reactants are Br[C:2]1[CH:3]=[CH:4][C:5]2[NH:6][C:7]3[C:12]([C:13]=2[CH:14]=1)=[CH:11][CH:10]=[CH:9][CH:8]=3.[CH3:15][N:16]1CCCC1=O. No catalyst specified. The product is [C:15]([C:2]1[CH:3]=[CH:4][C:5]2[NH:6][C:7]3[C:12]([C:13]=2[CH:14]=1)=[CH:11][CH:10]=[CH:9][CH:8]=3)#[N:16]. The yield is 0.700. (3) The reactants are [C:1]([N:8]1C=CN=C1)([N:3]1[CH:7]=[CH:6]N=[CH:4]1)=[S:2].N1CC[CH:16]([C:19]([O:21][CH2:22][CH3:23])=[O:20])[CH2:15]C1. The catalyst is O1CCCC1. The product is [NH2:8][C:1]([N:3]1[CH2:4][CH2:15][CH:16]([C:19]([O:21][CH2:22][CH3:23])=[O:20])[CH2:6][CH2:7]1)=[S:2]. The yield is 0.270. (4) The reactants are N1C(C2C=CC([C:12]3[C:21](C)=[CH:20][C:19]4[C:14](=[CH:15][CH:16]=[C:17]([O:23]C)[CH:18]=4)[N:13]=3)=CC=2)=NN=N1.B(Br)(Br)Br.C(Cl)[Cl:30]. No catalyst specified. The product is [Cl:30][C:12]1[CH:21]=[CH:20][C:19]2[C:14](=[CH:15][CH:16]=[C:17]([OH:23])[CH:18]=2)[N:13]=1. The yield is 0.700. (5) The reactants are C(OC([C:6]1[C:14]2[CH2:13][CH2:12][N:11]([C:15]3[CH:20]=[CH:19][C:18]([N:21]4[CH2:26][CH2:25][CH2:24][CH2:23][C:22]4=[O:27])=[CH:17][CH:16]=3)[C:10](=[O:28])[C:9]=2[N:8]([C:29]2[CH:34]=[CH:33][C:32]([O:35][CH3:36])=[CH:31][CH:30]=2)[N:7]=1)=O)C.C[Mg+].[Br-]. The catalyst is C1COCC1. The product is [OH:35][C:32]([C:6]1[C:14]2[CH2:13][CH2:12][N:11]([C:15]3[CH:20]=[CH:19][C:18]([N:21]4[CH2:26][CH2:25][CH2:24][CH2:23][C:22]4=[O:27])=[CH:17][CH:16]=3)[C:10](=[O:28])[C:9]=2[N:8]([C:29]2[CH:34]=[CH:33][C:32]([O:35][CH3:36])=[CH:31][CH:30]=2)[N:7]=1)([CH3:33])[CH3:31]. The yield is 0.480.